The task is: Regression. Given a peptide amino acid sequence and an MHC pseudo amino acid sequence, predict their binding affinity value. This is MHC class I binding data.. This data is from Peptide-MHC class I binding affinity with 185,985 pairs from IEDB/IMGT. (1) The MHC is HLA-A26:01 with pseudo-sequence HLA-A26:01. The binding affinity (normalized) is 0.0847. The peptide sequence is ISDSAQNMM. (2) The peptide sequence is LLTEVETYV. The MHC is HLA-A02:16 with pseudo-sequence HLA-A02:16. The binding affinity (normalized) is 1.00.